Dataset: Catalyst prediction with 721,799 reactions and 888 catalyst types from USPTO. Task: Predict which catalyst facilitates the given reaction. Reactant: [S:1](=[O:38])(=[O:37])([O:3][CH2:4][C@@H:5]1[C@@H:12]2[C@@H:8]([O:9]C(C)(C)[O:11]2)[C@H:7]([NH:15][C:16]2[C:21]([C:22]([C:24]3[S:25][CH:26]=[C:27]([CH2:29][C:30]4[CH:35]=[CH:34][CH:33]=[C:32]([Br:36])[CH:31]=4)[CH:28]=3)=[O:23])=[CH:20][N:19]=[CH:18][N:17]=2)[CH2:6]1)[NH2:2].O.Cl. Product: [S:1](=[O:37])(=[O:38])([O:3][CH2:4][C@H:5]1[CH2:6][C@@H:7]([NH:15][C:16]2[C:21]([C:22]([C:24]3[S:25][CH:26]=[C:27]([CH2:29][C:30]4[CH:35]=[CH:34][CH:33]=[C:32]([Br:36])[CH:31]=4)[CH:28]=3)=[O:23])=[CH:20][N:19]=[CH:18][N:17]=2)[C@H:8]([OH:9])[C@@H:12]1[OH:11])[NH2:2]. The catalyst class is: 1.